Predict the product of the given reaction. From a dataset of Forward reaction prediction with 1.9M reactions from USPTO patents (1976-2016). (1) Given the reactants [I-].[CH2:2]([O:4][C:5]1[CH:10]=[CH:9][C:8]([S:11]([N:14]2[CH2:19][CH2:18][N+:17]([CH2:21][O:22][C:23]([O:25][CH:26]([CH3:28])[CH3:27])=[O:24])([CH3:20])[CH2:16][CH2:15]2)(=[O:13])=[O:12])=[CH:7][C:6]=1[C:29]1[NH:30][C:31](=[O:42])[C:32]2[N:37]([CH3:38])[N:36]=[C:35]([CH2:39][CH2:40][CH3:41])[C:33]=2[N:34]=1)[CH3:3].[CH3:43][S:44]([O-:47])(=[O:46])=[O:45], predict the reaction product. The product is: [CH3:43][S:44]([O-:47])(=[O:46])=[O:45].[CH2:2]([O:4][C:5]1[CH:10]=[CH:9][C:8]([S:11]([N:14]2[CH2:19][CH2:18][N+:17]([CH2:21][O:22][C:23]([O:25][CH:26]([CH3:27])[CH3:28])=[O:24])([CH3:20])[CH2:16][CH2:15]2)(=[O:13])=[O:12])=[CH:7][C:6]=1[C:29]1[NH:30][C:31](=[O:42])[C:32]2[N:37]([CH3:38])[N:36]=[C:35]([CH2:39][CH2:40][CH3:41])[C:33]=2[N:34]=1)[CH3:3]. (2) Given the reactants [CH3:1][O:2][C:3]1[CH:8]=[C:7]([CH3:9])[CH:6]=[CH:5][C:4]=1[S:10](Cl)(=[O:12])=[O:11].[CH3:14][O:15][C:16]1[CH:25]=[CH:24][C:23]([NH2:26])=[C:22]2[C:17]=1[CH2:18][C@@H:19]([N:27]([CH3:29])[CH3:28])[CH2:20][O:21]2.C(N(CC)CC)C, predict the reaction product. The product is: [CH3:29][N:27]([CH3:28])[C@@H:19]1[CH2:18][C:17]2[C:22](=[C:23]([NH:26][S:10]([C:4]3[CH:5]=[CH:6][C:7]([CH3:9])=[CH:8][C:3]=3[O:2][CH3:1])(=[O:12])=[O:11])[CH:24]=[CH:25][C:16]=2[O:15][CH3:14])[O:21][CH2:20]1. (3) Given the reactants F[C:2]1[CH:3]=[C:4]([C:28]2[CH:33]=[CH:32][C:31]([F:34])=[CH:30][CH:29]=2)[C:5]([C:8]([NH:10][C:11]2[CH:12]=[C:13]3[C:17](=[CH:18][CH:19]=2)[N:16]([CH2:20][O:21][CH2:22][CH2:23][Si:24]([CH3:27])([CH3:26])[CH3:25])[N:15]=[CH:14]3)=[O:9])=[N:6][CH:7]=1.[NH:35]1[CH2:40][CH2:39][O:38][CH2:37][CH2:36]1.C(=O)([O-])[O-].[K+].[K+], predict the reaction product. The product is: [F:34][C:31]1[CH:32]=[CH:33][C:28]([C:4]2[C:5]([C:8]([NH:10][C:11]3[CH:12]=[C:13]4[C:17](=[CH:18][CH:19]=3)[N:16]([CH2:20][O:21][CH2:22][CH2:23][Si:24]([CH3:27])([CH3:26])[CH3:25])[N:15]=[CH:14]4)=[O:9])=[N:6][CH:7]=[C:2]([N:35]3[CH2:40][CH2:39][O:38][CH2:37][CH2:36]3)[CH:3]=2)=[CH:29][CH:30]=1. (4) The product is: [Br:1][C:2]1[CH:3]=[C:4]([CH2:5][OH:6])[CH:7]=[CH:8][C:9]=1[O:10][Si:11]([CH:18]([CH3:20])[CH3:19])([CH:15]([CH3:16])[CH3:17])[CH:12]([CH3:14])[CH3:13]. Given the reactants [Br:1][C:2]1[CH:3]=[C:4]([CH:7]=[CH:8][C:9]=1[O:10][Si:11]([CH:18]([CH3:20])[CH3:19])([CH:15]([CH3:17])[CH3:16])[CH:12]([CH3:14])[CH3:13])[CH:5]=[O:6].[BH4-].[Na+].C(O)(=O)C.O, predict the reaction product. (5) Given the reactants [Br-:1].[Li+].[OH:3][C@@H:4]1[C@H:8]2[N:9]([C:23]([O:25][C:26]([CH3:29])([CH3:28])[CH3:27])=[O:24])[CH2:10][C@@H:11](OS(C3C=CC(C)=CC=3)(=O)=O)[C@H:7]2[O:6][CH2:5]1.C(Cl)Cl, predict the reaction product. The product is: [Br:1][C@H:11]1[CH2:10][N:9]([C:23]([O:25][C:26]([CH3:29])([CH3:28])[CH3:27])=[O:24])[C@@H:8]2[C@@H:4]([OH:3])[CH2:5][O:6][C@H:7]12. (6) Given the reactants [CH3:1][CH:2]([CH:14]([CH2:16][C:17]1[CH:22]=[CH:21][C:20]([O:23]C)=[C:19]([O:25]C)[CH:18]=1)[CH3:15])[CH2:3][C:4]1[CH:9]=[CH:8][C:7]([O:10]C)=[C:6]([O:12][CH3:13])[CH:5]=1.CC(C(CC1C=CC(O)=C(O)C=1)C)CC1C=CC(O)=C(O)C=1, predict the reaction product. The product is: [CH3:15][C@@H:14]([C@H:2]([CH2:3][C:4]1[CH:9]=[CH:8][C:7]([OH:10])=[C:6]([O:12][CH3:13])[CH:5]=1)[CH3:1])[CH2:16][C:17]1[CH:22]=[CH:21][C:20]([OH:23])=[C:19]([OH:25])[CH:18]=1. (7) Given the reactants ON1C2C=CC=CC=2N=N1.Cl.CN(C)CCCN=C=NCC.[NH:23]1[CH2:28][CH2:27][NH:26][CH2:25][C:24]1=[O:29].[CH3:30][C:31]1[CH:32]=[CH:33][C:34]([C:37]2[N:41]([C:42]3[CH:43]=[N:44][CH:45]=[CH:46][CH:47]=3)[N:40]=[C:39]([C:48](O)=[O:49])[CH:38]=2)=[N:35][CH:36]=1, predict the reaction product. The product is: [CH3:30][C:31]1[CH:32]=[CH:33][C:34]([C:37]2[N:41]([C:42]3[CH:43]=[N:44][CH:45]=[CH:46][CH:47]=3)[N:40]=[C:39]([C:48]([N:26]3[CH2:27][CH2:28][NH:23][C:24](=[O:29])[CH2:25]3)=[O:49])[CH:38]=2)=[N:35][CH:36]=1. (8) Given the reactants [C:1]1([C:7]2([C:19]3[CH:24]=[CH:23][CH:22]=[CH:21][CH:20]=3)[C@@H:11]([C:12]3[CH:17]=[CH:16][CH:15]=[CH:14][CH:13]=3)[O:10]S(=O)O2)[CH:6]=[CH:5][CH:4]=[CH:3][CH:2]=1.FC(F)(F)S(O)(=O)=O.[C:33](#[N:35])[CH3:34], predict the reaction product. The product is: [CH3:34][C:33]1[O:10][C@H:11]([C:12]2[CH:17]=[CH:16][CH:15]=[CH:14][CH:13]=2)[C:7]([C:19]2[CH:24]=[CH:23][CH:22]=[CH:21][CH:20]=2)([C:1]2[CH:6]=[CH:5][CH:4]=[CH:3][CH:2]=2)[N:35]=1.